Dataset: Reaction yield outcomes from USPTO patents with 853,638 reactions. Task: Predict the reaction yield, written as a fraction of the theoretical maximum amount of product (1.0 means a 100% yield; for example, 0.34 means a 34% yield). (1) The reactants are [F:1][C:2]1[CH:10]=[C:9]2[C:5]([C:6]([C:28]([O:30]C)=O)=[N:7][N:8]2[C:11]2[CH:16]=[CH:15][CH:14]=[C:13]([C:17]#[C:18][C@:19]3([OH:27])[CH2:24][CH2:23][CH2:22][N:21]([CH3:25])[C:20]3=[O:26])[CH:12]=2)=[CH:4][CH:3]=1.[NH3:32]. The catalyst is CO. The product is [F:1][C:2]1[CH:10]=[C:9]2[C:5]([C:6]([C:28]([NH2:32])=[O:30])=[N:7][N:8]2[C:11]2[CH:16]=[CH:15][CH:14]=[C:13]([C:17]#[C:18][C@:19]3([OH:27])[CH2:24][CH2:23][CH2:22][N:21]([CH3:25])[C:20]3=[O:26])[CH:12]=2)=[CH:4][CH:3]=1. The yield is 0.310. (2) The reactants are [CH:1]1([C:4]#[C:5][Si:6]([CH3:9])([CH3:8])[CH3:7])[CH2:3][CH2:2]1.[Li][CH2:11]CCC.S(OC)(OC)(=O)=O. The catalyst is CCOCC. The product is [CH3:7][Si:6]([CH3:9])([CH3:8])[C:5]#[C:4][C:1]1([CH3:11])[CH2:3][CH2:2]1. The yield is 0.520. (3) The reactants are [C-]#N.[K+].[N+](C1C=CC(C([C@H:13]([CH2:19][CH2:20][C:21]2[CH:26]=[CH:25][CH:24]=[CH:23][CH:22]=2)[C:14]([O:16][CH2:17][CH3:18])=[O:15])=O)=CC=1)([O-])=O.C([OH:31])C. No catalyst specified. The product is [OH:31][C@@H:13]([CH2:19][CH2:20][C:21]1[CH:26]=[CH:25][CH:24]=[CH:23][CH:22]=1)[C:14]([O:16][CH2:17][CH3:18])=[O:15]. The yield is 0.740. (4) The reactants are [C:1]([O:9][C@@H:10]1[CH2:16][C@@H:15]([O:17][C:18](=[O:25])[C:19]2[CH:24]=[CH:23][CH:22]=[CH:21][CH:20]=2)[C@H:14]([CH3:26])[O:13][C:11]1=[O:12])(=[O:8])[C:2]1[CH:7]=[CH:6][CH:5]=[CH:4][CH:3]=1.C([BH2-]CCC(C)C)CC(C)C.OO.[OH-].[Na+]. The catalyst is C1COCC1.O. The product is [C:1]([O:9][C@@H:10]1[CH2:16][C@@H:15]([O:17][C:18](=[O:25])[C:19]2[CH:20]=[CH:21][CH:22]=[CH:23][CH:24]=2)[C@H:14]([CH3:26])[O:13][CH:11]1[OH:12])(=[O:8])[C:2]1[CH:7]=[CH:6][CH:5]=[CH:4][CH:3]=1. The yield is 0.938. (5) The reactants are [CH3:1][O:2][C:3]1[CH:8]=[CH:7][C:6]([CH:9]([CH3:13])[C:10]([OH:12])=O)=[CH:5][CH:4]=1.[CH3:14][O:15][C:16]1[CH:21]=[CH:20][CH:19]=[C:18]([O:22][CH3:23])[CH:17]=1. No catalyst specified. The product is [CH3:14][O:15][C:16]1[CH:17]=[C:18]([O:22][CH3:23])[CH:19]=[CH:20][C:21]=1[C:10]([CH:9]([CH3:13])[C:6]1[CH:5]=[CH:4][C:3]([O:2][CH3:1])=[CH:8][CH:7]=1)=[O:12]. The yield is 0.580. (6) The reactants are Br[C:2]1[CH:3]=[C:4]([N:8]2[C:16]3[C:11](=[CH:12][C:13]([C:17](=[O:20])[NH:18][CH3:19])=[CH:14][CH:15]=3)[C:10]([C:21]([O:23][CH3:24])=[O:22])=[N:9]2)[CH:5]=[CH:6][CH:7]=1.[C:25]([C@:27]1([OH:34])[CH2:31][CH2:30][N:29]([CH3:32])[C:28]1=[O:33])#[CH:26]. No catalyst specified. The product is [OH:34][C@@:27]1([C:25]#[C:26][C:2]2[CH:3]=[C:4]([N:8]3[C:16]4[C:11](=[CH:12][C:13]([C:17](=[O:20])[NH:18][CH3:19])=[CH:14][CH:15]=4)[C:10]([C:21]([O:23][CH3:24])=[O:22])=[N:9]3)[CH:5]=[CH:6][CH:7]=2)[CH2:31][CH2:30][N:29]([CH3:32])[C:28]1=[O:33]. The yield is 0.940.